Dataset: Reaction yield outcomes from USPTO patents with 853,638 reactions. Task: Predict the reaction yield, written as a fraction of the theoretical maximum amount of product (1.0 means a 100% yield; for example, 0.34 means a 34% yield). (1) The reactants are [F:1][C:2]([F:26])([F:25])[CH2:3][N:4]1[C:8]([C:9]2[CH:10]=[C:11]3[N:17]([N:18]=2)[C:16]2[CH:19]=[C:20]([CH2:23][OH:24])[CH:21]=[CH:22][C:15]=2[O:14][CH2:13][CH2:12]3)=[N:7][CH:6]=[N:5]1.CC(OI1(OC(C)=O)(OC(C)=O)OC(=O)C2C=CC=CC1=2)=O. The catalyst is C(Cl)Cl. The product is [F:25][C:2]([F:1])([F:26])[CH2:3][N:4]1[C:8]([C:9]2[CH:10]=[C:11]3[N:17]([N:18]=2)[C:16]2[CH:19]=[C:20]([CH:23]=[O:24])[CH:21]=[CH:22][C:15]=2[O:14][CH2:13][CH2:12]3)=[N:7][CH:6]=[N:5]1. The yield is 0.700. (2) The reactants are [C:1]([O:4][C@H:5]([C:8]#[C:9][C:10]#[C:11][C@H:12]([NH2:22])[CH2:13][CH2:14][CH2:15][CH2:16][CH2:17][CH2:18][CH2:19][CH2:20][CH3:21])[CH:6]=[CH2:7])(=[O:3])[CH3:2].C(N(CC)CC)C.[Br:30][C:31]1[CH:32]=[C:33]([CH:37]=[CH:38][CH:39]=1)[C:34](Cl)=[O:35]. The catalyst is C(Cl)Cl. The product is [C:1]([O:4][C@H:5]([C:8]#[C:9][C:10]#[C:11][C@H:12]([NH:22][C:34](=[O:35])[C:33]1[CH:37]=[CH:38][CH:39]=[C:31]([Br:30])[CH:32]=1)[CH2:13][CH2:14][CH2:15][CH2:16][CH2:17][CH2:18][CH2:19][CH2:20][CH3:21])[CH:6]=[CH2:7])(=[O:3])[CH3:2]. The yield is 0.532. (3) The reactants are [Br:1][C:2]1[CH:3]=[CH:4][C:5]([NH:8][C:9]([C:11]2[CH:16]=[C:15]([O:17][CH3:18])[C:14]([O:19][CH3:20])=[C:13]([O:21][CH3:22])[C:12]=2[N+:23]([O-])=O)=[O:10])=[N:6][CH:7]=1. The catalyst is C(OCC)(=O)C.Cl[Pd](Cl)([P](C1C=CC=CC=1)(C1C=CC=CC=1)C1C=CC=CC=1)[P](C1C=CC=CC=1)(C1C=CC=CC=1)C1C=CC=CC=1. The product is [NH2:23][C:12]1[C:13]([O:21][CH3:22])=[C:14]([O:19][CH3:20])[C:15]([O:17][CH3:18])=[CH:16][C:11]=1[C:9]([NH:8][C:5]1[CH:4]=[CH:3][C:2]([Br:1])=[CH:7][N:6]=1)=[O:10]. The yield is 0.770. (4) The reactants are [H-].[Na+].[Br:3][C:4]1[NH:5][C:6]([Br:9])=[CH:7][N:8]=1.[CH3:10][Si:11]([CH3:18])([CH3:17])[CH2:12][CH2:13][O:14][CH2:15]Cl.C(OCC)(=O)C. The catalyst is CN(C)C=O. The product is [Br:3][C:4]1[N:5]([CH2:15][O:14][CH2:13][CH2:12][Si:11]([CH3:18])([CH3:17])[CH3:10])[C:6]([Br:9])=[CH:7][N:8]=1. The yield is 0.410.